Task: Predict the product of the given reaction.. Dataset: Forward reaction prediction with 1.9M reactions from USPTO patents (1976-2016) Given the reactants Cl[C:2]1[N:7]=[CH:6][C:5]([C:8]2[CH:9]=[C:10]([CH:25]=[CH:26][CH:27]=2)[CH2:11][N:12]([CH3:24])[C:13](=[O:23])[CH2:14][NH:15][C:16](=[O:22])[O:17][C:18]([CH3:21])([CH3:20])[CH3:19])=[CH:4][N:3]=1.[NH:28]1[CH2:33][CH2:32][NH:31][CH2:30][CH2:29]1.O, predict the reaction product. The product is: [CH3:24][N:12]([CH2:11][C:10]1[CH:25]=[CH:26][CH:27]=[C:8]([C:5]2[CH:4]=[N:3][C:2]([N:28]3[CH2:33][CH2:32][NH:31][CH2:30][CH2:29]3)=[N:7][CH:6]=2)[CH:9]=1)[C:13](=[O:23])[CH2:14][NH:15][C:16](=[O:22])[O:17][C:18]([CH3:21])([CH3:20])[CH3:19].